The task is: Predict the reaction yield, written as a fraction of the theoretical maximum amount of product (1.0 means a 100% yield; for example, 0.34 means a 34% yield).. This data is from Reaction yield outcomes from USPTO patents with 853,638 reactions. (1) The reactants are [N+:1]([C:4]1[CH:11]=[CH:10][C:7]([CH2:8]Br)=[CH:6][CH:5]=1)([O-:3])=[O:2].[P:12]([O:19]CC)([O:16][CH2:17][CH3:18])[O:13][CH2:14][CH3:15]. The catalyst is CN(C)C=O.O. The product is [CH2:14]([O:13][P:12]([CH2:8][C:7]1[CH:10]=[CH:11][C:4]([N+:1]([O-:3])=[O:2])=[CH:5][CH:6]=1)(=[O:19])[O:16][CH2:17][CH3:18])[CH3:15]. The yield is 0.660. (2) The reactants are [C:1]1([CH3:11])[CH:6]=[CH:5][C:4]([S:7](Cl)(=[O:9])=[O:8])=[CH:3][CH:2]=1.[CH2:12]([OH:30])[CH2:13][O:14][CH2:15][CH2:16][O:17][CH2:18][CH2:19][O:20][CH2:21][CH2:22][O:23][CH2:24][CH2:25][O:26][CH2:27][CH2:28][OH:29].C(N([CH2:36][CH3:37])CC)C. The product is [S:7]([O:29][CH2:28][CH2:27][O:26][CH2:25][CH2:24][O:23][CH2:22][CH2:21][O:20][CH2:19][CH2:18][O:17][CH2:16][CH2:15][O:14][CH2:13][CH2:12][O:30][S:7]([C:37]1[CH:36]=[CH:6][C:1]([CH3:11])=[CH:2][CH:3]=1)(=[O:9])=[O:8])([C:4]1[CH:5]=[CH:6][C:1]([CH3:11])=[CH:2][CH:3]=1)(=[O:9])=[O:8]. The catalyst is C(Cl)Cl. The yield is 1.00. (3) The reactants are [C:1]1([S:7]([N:10]2[CH2:15][CH2:14][CH:13]([CH2:16][C:17]3[CH:22]=[CH:21][C:20]([NH2:23])=[CH:19][CH:18]=3)[CH2:12][CH2:11]2)(=[O:9])=[O:8])[CH:6]=[CH:5][CH:4]=[CH:3][CH:2]=1.S(O)(O)(=O)=O.Cl[C:30]1[NH:31][CH2:32][CH2:33][N:34]=1. The catalyst is CC(O)C. The product is [C:1]1([S:7]([N:10]2[CH2:15][CH2:14][CH:13]([CH2:16][C:17]3[CH:18]=[CH:19][C:20]([NH:23][C:30]4[NH:34][CH2:33][CH2:32][N:31]=4)=[CH:21][CH:22]=3)[CH2:12][CH2:11]2)(=[O:8])=[O:9])[CH:6]=[CH:5][CH:4]=[CH:3][CH:2]=1. The yield is 0.890. (4) The reactants are Br[C:2]1[CH:7]=[CH:6][C:5]([N+:8]([O-:10])=[O:9])=[CH:4][N:3]=1.[NH:11]1[CH2:16][CH2:15][O:14][CH2:13][CH2:12]1. The catalyst is ClCCl. The product is [N+:8]([C:5]1[CH:6]=[CH:7][C:2]([N:11]2[CH2:16][CH2:15][O:14][CH2:13][CH2:12]2)=[N:3][CH:4]=1)([O-:10])=[O:9]. The yield is 0.950.